Predict the product of the given reaction. From a dataset of Forward reaction prediction with 1.9M reactions from USPTO patents (1976-2016). (1) Given the reactants N1N=C(C2C=CC=CC=2C(N2CC3CN(C(OC(C)(C)C)=O)CC3C2)=O)NC=1.[CH3:29][C:30]1[CH:35]=[C:34]([CH3:36])[N:33]=[C:32]([N:37]2[CH2:44][CH:43]3[CH:39]([CH2:40][NH:41][CH2:42]3)[CH2:38]2)[N:31]=1.C(OC(N1CC2C(CNC2)C1)=O)(C)(C)C.[F:60][C:61]1[CH:69]=[CH:68][CH:67]=[C:66]([C:70]2[O:74][N:73]=[C:72]([CH3:75])[N:71]=2)[C:62]=1[C:63](O)=[O:64].N1N=C(C2C=CC=CC=2C(O)=O)NC=1, predict the reaction product. The product is: [CH3:29][C:30]1[CH:35]=[C:34]([CH3:36])[N:33]=[C:32]([N:37]2[CH2:44][CH:43]3[CH:39]([CH2:40][N:41]([C:63]([C:62]4[C:66]([C:70]5[O:74][N:73]=[C:72]([CH3:75])[N:71]=5)=[CH:67][CH:68]=[CH:69][C:61]=4[F:60])=[O:64])[CH2:42]3)[CH2:38]2)[N:31]=1. (2) Given the reactants Cl[C:2]1[C:7]([N+:8]([O-:10])=[O:9])=[CH:6][CH:5]=[CH:4][N:3]=1.C([O-])([O-])=O.[Na+].[Na+].[CH3:17][NH:18][CH2:19][C:20]1[CH:25]=[CH:24][CH:23]=[CH:22][CH:21]=1.[Cl-].[Cl-].[Ca+2].Cl, predict the reaction product. The product is: [CH2:19]([N:18]([CH3:17])[C:2]1[C:7]([N+:8]([O-:10])=[O:9])=[CH:6][CH:5]=[CH:4][N:3]=1)[C:20]1[CH:25]=[CH:24][CH:23]=[CH:22][CH:21]=1. (3) Given the reactants [Cl:1][C:2]1[CH:3]=[C:4]2[C:9](=[CH:10][CH:11]=1)[N:8]=[CH:7][C:6]([N+:12]([O-:14])=[O:13])=[C:5]2[C:15]([F:18])([F:17])[F:16].FC(F)(F)C(OC(=O)C(F)(F)F)=[O:22], predict the reaction product. The product is: [Cl:1][C:2]1[CH:3]=[C:4]2[C:9](=[CH:10][CH:11]=1)[N+:8]([O-:22])=[CH:7][C:6]([N+:12]([O-:14])=[O:13])=[C:5]2[C:15]([F:16])([F:18])[F:17]. (4) Given the reactants C(OC([NH:8][CH2:9][CH2:10][CH2:11][NH:12][C:13](=[O:32])[NH:14][C:15]1[CH:16]=[C:17]([C:21]([OH:31])([C:25]2[CH:30]=[CH:29][CH:28]=[CH:27][CH:26]=2)[C:22]([OH:24])=[O:23])[CH:18]=[CH:19][CH:20]=1)=O)(C)(C)C.N1(C(N2C=CN=C2)=O)C=CN=C1.[CH2:45]([N:52]1[CH2:57][CH2:56][CH:55]([CH2:58]O)[CH2:54][CH2:53]1)[C:46]1[CH:51]=[CH:50][CH:49]=[CH:48][CH:47]=1, predict the reaction product. The product is: [NH2:8][CH2:9][CH2:10][CH2:11][NH:12][C:13](=[O:32])[NH:14][C:15]1[CH:16]=[C:17]([C:21]([OH:31])([C:25]2[CH:30]=[CH:29][CH:28]=[CH:27][CH:26]=2)[C:22]([O:24][CH2:58][CH:55]2[CH2:54][CH2:53][N:52]([CH2:45][C:46]3[CH:51]=[CH:50][CH:49]=[CH:48][CH:47]=3)[CH2:57][CH2:56]2)=[O:23])[CH:18]=[CH:19][CH:20]=1. (5) Given the reactants [Cl:1][C:2]1[CH:7]=[CH:6][CH:5]=[C:4]([C:8]([F:11])([F:10])[F:9])[C:3]=1[C:12]([N:14]1[C:22]2[C:17](=[C:18]([F:23])[CH:19]=[CH:20][CH:21]=2)[C:16](I)=[N:15]1)=[O:13].[CH3:25][CH:26]1[CH2:31][CH:30]([C:32]([O:34][CH2:35][CH3:36])=[O:33])[CH2:29][CH:28]=[C:27]1B1OC(C)(C)C(C)(C)O1.C(Cl)Cl.C([O-])([O-])=O.[Cs+].[Cs+], predict the reaction product. The product is: [Cl:1][C:2]1[CH:7]=[CH:6][CH:5]=[C:4]([C:8]([F:11])([F:10])[F:9])[C:3]=1[C:12]([N:14]1[C:22]2[C:17](=[C:18]([F:23])[CH:19]=[CH:20][CH:21]=2)[C:16]([C:27]2[CH:26]([CH3:25])[CH2:31][CH:30]([C:32]([O:34][CH2:35][CH3:36])=[O:33])[CH2:29][CH:28]=2)=[N:15]1)=[O:13].